Dataset: Full USPTO retrosynthesis dataset with 1.9M reactions from patents (1976-2016). Task: Predict the reactants needed to synthesize the given product. (1) Given the product [C:1]([O:5][C:6](=[O:12])[NH:7][C@H:8]([CH3:11])[CH2:9][N:19]1[CH2:20][CH2:21][N:16]([C:13](=[O:15])[CH3:14])[CH2:17][CH2:18]1)([CH3:4])([CH3:3])[CH3:2], predict the reactants needed to synthesize it. The reactants are: [C:1]([O:5][C:6](=[O:12])[NH:7][C@H:8]([CH3:11])[CH:9]=O)([CH3:4])([CH3:3])[CH3:2].[C:13]([N:16]1[CH2:21][CH2:20][NH:19][CH2:18][CH2:17]1)(=[O:15])[CH3:14].[BH-](OC(C)=O)(OC(C)=O)OC(C)=O.[Na+].C([O-])(O)=O.[Na+]. (2) Given the product [N:1]([C@H:14]1[CH2:15][CH2:10][CH2:11][N:12]([C:16]([O:18][C:19]([CH3:22])([CH3:21])[CH3:20])=[O:17])[CH2:13]1)=[N+:2]=[N-:3], predict the reactants needed to synthesize it. The reactants are: [N-:1]=[N+:2]=[N-:3].[Na+].CS(O[C@@H:10]1[CH2:15][CH2:14][CH2:13][N:12]([C:16]([O:18][C:19]([CH3:22])([CH3:21])[CH3:20])=[O:17])[CH2:11]1)(=O)=O.